This data is from Experimentally validated miRNA-target interactions with 360,000+ pairs, plus equal number of negative samples. The task is: Binary Classification. Given a miRNA mature sequence and a target amino acid sequence, predict their likelihood of interaction. (1) The miRNA is hsa-miR-520h with sequence ACAAAGUGCUUCCCUUUAGAGU. The protein sequence of the target gene is MPSRKFADGEVVRGRWPGSSLYYEVEILSHDSTSQLYTVKYKDGTELELKENDIKPLTSFRQRKGGSTSSSPSRRRGSRSRSRSRSPGRPPKSARRSASASHQADIKEARREVEVKLTPLILKPFGNSISRYNGEPEHIERNDAPHKNTQEKFSLSQESSYIATQYSLRPRREEVKLKEIDSKEEKYVAKELAVRTFEVTPIRAKDLEFGGVPGVFLIMFGLPVFLFLLLLMCKQKDPSLLNFPPPLPALYELWETRVFGVYLLWFLIQVLFYLLPIGKVVEGTPLIDGRRLKYRLNGFY.... Result: 1 (interaction). (2) The miRNA is hsa-miR-664a-3p with sequence UAUUCAUUUAUCCCCAGCCUACA. The protein sequence of the target gene is MEPRALVTALSLGLSLCSLGLLVTAIFTDHWYETDPRRHKESCERSRAGADPPDQKNRLMPLSHLPLRDSPPLGRRLLPGGPGRSDPESWRSLLGLGGLDAECGRPLFATYSGLWRKCYFLGIDRDIDTLILKGIAQRCTAIKYHFSQPIRLRNIPFNLTKTIQQDEWHLLHLRRITAGFLGMAVAVLLCGCIVATVSFFWEESLTQHVAGLLFLMTGIFCTISLCTYAASVSYDLNRVPKLIYSLPHDVEHGYSWSIFCAWCSLGFIVAAGGLCIAYPFISRTKIAHLKSGRDSTV. Result: 0 (no interaction). (3) The miRNA is mmu-miR-1960 with sequence CCAGUGCUGUUAGAAGAGGGCU. The protein sequence of the target gene is MFGRSRSWVGGGHGKTSRNIHSLDHLKYLYHVLTKNTTVTEQNRNLLVETIRSITEILIWGDQNDSSVFDFFLEKNMFVFFLNILRQKSGRYVCVQLLQTLNILFENISHETSLYYLLSNNYVNSIIVHKFDFSDEEIMAYYISFLKTLSLKLNNHTVHFFYNEHTNDFALYTEAIKFFNHPESMVRIAVRTITLNVYKVSLDNQAMLHYIRDKTAVPYFSNLVWFIGSHVIELDDCVQTDEEHRNRGKLSDLVAEHLDHLHYLNDILIINCEFLNDVLTDHLLNRLFLPLYVYSLENQD.... Result: 0 (no interaction). (4) The miRNA is hsa-miR-1295b-3p with sequence AAUAGGCCACGGAUCUGGGCAA. The protein sequence of the target gene is MELLSALSLGELALSFSRVPLFPVFDLSYFIVSILYLKYEPGAVELSRRHPIASWLCAMLHCFGSYILADLLLGEPLIDYFSNNSSILLASAVWYLIFFCPLDLFYKCVCFLPVKLIFVAMKEVVRVRKIAVGIHHAHHHYHHGWFVMIATGWVKGSGVALMSNFEQLLRGVWKPETNEILHMSFPTKASLYGAILFTLQQTRWLPVSKASLIFIFTLFMVSCKVFLTATHSHSSPFDALEGYICPVLFGSACGGDHHHDNHGGSHSGGGPGAQHSAMPAKSKEELSEGSRKKKAKKAD. Result: 1 (interaction). (5) The miRNA is bta-miR-93 with sequence CAAAGUGCUGUUCGUGCAGGUA. The protein sequence of the target gene is MSLNYIKNFYEGCVKPPTVIGQFHTLFFGSVRMFFLGVLGFAVYGNEALHFSCDPDKREINLFCYNQFRPITPQVFWALQLVIVLLPGAIFHLYAACKSINQDCILQKPVYTVIYVLSVLLRISLEVFAFWLQIHLFGFQVKPIYLCDTESLGKKPNILKCMVPEHFEKTIFLIAMYTFTVITMVLCVAEVFEIIFRRSCFLFKR. Result: 0 (no interaction). (6) The miRNA is hsa-miR-562 with sequence AAAGUAGCUGUACCAUUUGC. The protein sequence of the target gene is MEPCELQNELVSAEGRNRKAVLCQRCGSRVLQPGTALFSRRQLFLPSMRKKPDLADGSNPDGDLLQEHWLVNDMFTFENVGFTKDVGNIKFLVCADCEIGPIGWHCLDDKNSFYVALERVSHE. Result: 0 (no interaction).